From a dataset of Forward reaction prediction with 1.9M reactions from USPTO patents (1976-2016). Predict the product of the given reaction. (1) Given the reactants C(OC[N:10]1[CH:14]=[CH:13][N:12]=[C:11]1[C@H:15]1[O:19][C:18](=[O:20])[N:17]([CH2:21][C:22]2[CH:27]=[C:26]([C:28]([F:31])([F:30])[F:29])[CH:25]=[CH:24][C:23]=2[C:32]2[CH:37]=[C:36]([CH:38]([CH3:40])[CH3:39])[C:35]([F:41])=[CH:34][C:33]=2[O:42][CH3:43])[C@H:16]1[CH3:44])C1C=CC=CC=1.Cl, predict the reaction product. The product is: [F:41][C:35]1[C:36]([CH:38]([CH3:40])[CH3:39])=[CH:37][C:32]([C:23]2[CH:24]=[CH:25][C:26]([C:28]([F:31])([F:29])[F:30])=[CH:27][C:22]=2[CH2:21][N:17]2[C@@H:16]([CH3:44])[C@H:15]([C:11]3[NH:12][CH:13]=[CH:14][N:10]=3)[O:19][C:18]2=[O:20])=[C:33]([O:42][CH3:43])[CH:34]=1. (2) The product is: [CH3:1][O:2][CH2:3][CH2:4][O:5][CH2:6][CH2:7][O:8][CH2:9][C:10]([O:12][CH2:14][C@H:15]1[O:19][C:18](=[O:20])[N:17]([C:21]2[CH:30]=[C:29]3[C:24]([CH:25]=[C:26]([C:32]4[CH:37]=[CH:36][CH:35]=[CH:34][C:33]=4[C:38]([F:40])([F:39])[F:41])[NH:27][C:28]3=[O:31])=[CH:23][CH:22]=2)[CH2:16]1)=[O:11]. Given the reactants [CH3:1][O:2][CH2:3][CH2:4][O:5][CH2:6][CH2:7][O:8][CH2:9][C:10]([OH:12])=[O:11].O[CH2:14][C@H:15]1[O:19][C:18](=[O:20])[N:17]([C:21]2[CH:30]=[C:29]3[C:24]([CH:25]=[C:26]([C:32]4[CH:37]=[CH:36][CH:35]=[CH:34][C:33]=4[C:38]([F:41])([F:40])[F:39])[NH:27][C:28]3=[O:31])=[CH:23][CH:22]=2)[CH2:16]1, predict the reaction product. (3) Given the reactants [O:1]1[C:6]2[CH:7]=[CH:8][CH:9]=[CH:10][C:5]=2[O:4][CH2:3][C@@H:2]1[CH2:11][N:12]1[CH2:17][CH2:16][CH2:15][C@H:14]([C:18]2[CH:19]=[C:20]([OH:24])[CH:21]=[CH:22][CH:23]=2)[CH2:13]1.C(N(CC)CC)C.[F:32][C:33]([F:46])([F:45])[S:34](O[S:34]([C:33]([F:46])([F:45])[F:32])(=[O:36])=[O:35])(=[O:36])=[O:35], predict the reaction product. The product is: [O:1]1[C:6]2[CH:7]=[CH:8][CH:9]=[CH:10][C:5]=2[O:4][CH2:3][C@@H:2]1[CH2:11][N:12]1[CH2:17][CH2:16][CH2:15][C@H:14]([C:18]2[CH:19]=[C:20]([O:24][S:34]([C:33]([F:46])([F:45])[F:32])(=[O:36])=[O:35])[CH:21]=[CH:22][CH:23]=2)[CH2:13]1. (4) Given the reactants [CH2:1]([O:5][C:6]([N:8]1[CH2:13][CH2:12][N:11]([C:14](=[O:58])[C@@H:15]([NH:25][C:26]([C:28]2[CH:32]=[C:31]([O:33][CH2:34][C:35]([N:37]3[CH2:41][CH2:40][CH2:39][C@H:38]3[C:42]([O:44]CC3C=CC=CC=3)=[O:43])=[O:36])[N:30]([C:52]3[CH:57]=[CH:56][CH:55]=[CH:54][CH:53]=3)[N:29]=2)=[O:27])[CH2:16][CH2:17][C:18]([O:20][C:21]([CH3:24])([CH3:23])[CH3:22])=[O:19])[CH2:10][CH2:9]1)=[O:7])[CH2:2][CH2:3][CH3:4], predict the reaction product. The product is: [CH2:1]([O:5][C:6]([N:8]1[CH2:13][CH2:12][N:11]([C:14](=[O:58])[C@@H:15]([NH:25][C:26]([C:28]2[CH:32]=[C:31]([O:33][CH2:34][C:35]([N:37]3[CH2:41][CH2:40][CH2:39][C@H:38]3[C:42]([OH:44])=[O:43])=[O:36])[N:30]([C:52]3[CH:57]=[CH:56][CH:55]=[CH:54][CH:53]=3)[N:29]=2)=[O:27])[CH2:16][CH2:17][C:18]([O:20][C:21]([CH3:23])([CH3:24])[CH3:22])=[O:19])[CH2:10][CH2:9]1)=[O:7])[CH2:2][CH2:3][CH3:4]. (5) Given the reactants [C:1]([N:9]1[CH2:14][CH2:13][N:12]([C:15](=[O:28])[C:16]([C:18]2[C:26]3[C:21](=[C:22](Cl)[N:23]=[CH:24][CH:25]=3)[NH:20][CH:19]=2)=[O:17])[CH:11]([CH3:29])[CH2:10]1)(=[O:8])[C:2]1[CH:7]=[CH:6][CH:5]=[CH:4][CH:3]=1.[CH2:30]1[O:38][C:37]2[CH:36]=[CH:35][C:34](B(O)O)=[CH:33][C:32]=2[O:31]1, predict the reaction product. The product is: [C:1]([N:9]1[CH2:14][CH2:13][N:12]([C:15](=[O:28])[C:16]([C:18]2[C:26]3[C:21](=[C:22]([C:35]4[CH:34]=[CH:33][C:32]5[O:31][CH2:30][O:38][C:37]=5[CH:36]=4)[N:23]=[CH:24][CH:25]=3)[NH:20][CH:19]=2)=[O:17])[CH:11]([CH3:29])[CH2:10]1)(=[O:8])[C:2]1[CH:7]=[CH:6][CH:5]=[CH:4][CH:3]=1. (6) The product is: [Cl:1][C:2]1[CH:3]=[C:4]2[C:9](=[CH:10][C:11]=1[CH2:12][C:13]1[CH:14]=[CH:15][C:16]([CH2:19][OH:20])=[CH:17][CH:18]=1)[O:8][CH:7]([C:21]([F:24])([F:22])[F:23])[C:6]([C:25]([OH:27])=[O:26])=[CH:5]2. Given the reactants [Cl:1][C:2]1[CH:3]=[C:4]2[C:9](=[CH:10][C:11]=1[CH2:12][C:13]1[CH:18]=[CH:17][C:16]([CH:19]=[O:20])=[CH:15][CH:14]=1)[O:8][CH:7]([C:21]([F:24])([F:23])[F:22])[C:6]([C:25]([OH:27])=[O:26])=[CH:5]2.[BH4-].[Na+], predict the reaction product. (7) Given the reactants [NH2:1][CH:2]1[CH2:6][CH2:5][NH:4][CH2:3]1.C(N(C(C)C)CC)(C)C.[C:16]([O:20][C:21](ON=C(C1C=CC=CC=1)C#N)=[O:22])([CH3:19])([CH3:18])[CH3:17], predict the reaction product. The product is: [NH2:1][CH:2]1[CH2:6][CH2:5][N:4]([C:21]([O:20][C:16]([CH3:19])([CH3:18])[CH3:17])=[O:22])[CH2:3]1. (8) Given the reactants [CH2:1]([OH:6])[CH2:2][C@@H:3]([OH:5])[CH3:4].CCN(CC)CC.[C:14]1([CH3:24])[CH:19]=[CH:18][C:17]([S:20](Cl)(=[O:22])=[O:21])=[CH:16][CH:15]=1, predict the reaction product. The product is: [OH:5][C@@H:3]([CH3:4])[CH2:2][CH2:1][O:6][S:20]([C:17]1[CH:18]=[CH:19][C:14]([CH3:24])=[CH:15][CH:16]=1)(=[O:22])=[O:21]. (9) Given the reactants [C:1]([O:5][C:6]([NH:8][C@@H:9]([CH2:21][CH2:22][C:23]1[N:27]([CH2:28][CH:29]2[CH2:34][CH2:33][CH2:32][CH2:31][CH2:30]2)[C:26]2[CH:35]=[CH:36][CH:37]=[CH:38][C:25]=2[N:24]=1)[C:10]([NH:12][O:13]CC1C=CC=CC=1)=[O:11])=[O:7])([CH3:4])([CH3:3])[CH3:2], predict the reaction product. The product is: [C:1]([O:5][C:6]([NH:8][C@@H:9]([CH2:21][CH2:22][C:23]1[N:27]([CH2:28][CH:29]2[CH2:34][CH2:33][CH2:32][CH2:31][CH2:30]2)[C:26]2[CH:35]=[CH:36][CH:37]=[CH:38][C:25]=2[N:24]=1)[C:10]([NH:12][OH:13])=[O:11])=[O:7])([CH3:4])([CH3:2])[CH3:3]. (10) The product is: [CH3:13][C:14]1([CH3:28])[C:23]2[C:18](=[CH:19][CH:20]=[C:21]([CH:24]([CH2:29][CH2:30][CH2:31][CH2:32][CH3:33])[C:25]([OH:27])=[O:26])[CH:22]=2)[S:17][CH2:16][CH2:15]1. Given the reactants C(NC(C)C)(C)C.C([Li])CCC.[CH3:13][C:14]1([CH3:28])[C:23]2[C:18](=[CH:19][CH:20]=[C:21]([CH2:24][C:25]([OH:27])=[O:26])[CH:22]=2)[S:17][CH2:16][CH2:15]1.[CH2:29](I)[CH2:30][CH2:31][CH2:32][CH3:33], predict the reaction product.